From a dataset of Forward reaction prediction with 1.9M reactions from USPTO patents (1976-2016). Predict the product of the given reaction. The product is: [C:1]([C:3]1[C:4]([S:19][CH:20]([C:25]2[CH:26]=[CH:27][CH:28]=[CH:29][CH:30]=2)[C:21]([OH:23])=[O:22])=[N:5][C:6]2[CH2:7][CH2:8][CH2:9][CH2:10][C:11]=2[C:12]=1[C:13]1[CH:18]=[CH:17][CH:16]=[CH:15][CH:14]=1)#[N:2]. Given the reactants [C:1]([C:3]1[C:4]([S:19][CH:20]([C:25]2[CH:30]=[CH:29][CH:28]=[CH:27][CH:26]=2)[C:21]([O:23]C)=[O:22])=[N:5][C:6]2[CH2:7][CH2:8][CH2:9][CH2:10][C:11]=2[C:12]=1[C:13]1[CH:18]=[CH:17][CH:16]=[CH:15][CH:14]=1)#[N:2], predict the reaction product.